This data is from Reaction yield outcomes from USPTO patents with 853,638 reactions. The task is: Predict the reaction yield, written as a fraction of the theoretical maximum amount of product (1.0 means a 100% yield; for example, 0.34 means a 34% yield). (1) The reactants are N.[CH3:2][O:3][C:4]1[CH:5]=[C:6]2[C:11](=[CH:12][C:13]=1[O:14][CH2:15][CH:16]1[CH2:21][CH2:20][N:19]([CH3:22])[CH2:18][CH2:17]1)[N:10]=[CH:9][N:8](COC(=O)C(C)(C)C)[C:7]2=[O:31]. The catalyst is CO.C(Cl)Cl. The product is [CH3:2][O:3][C:4]1[CH:5]=[C:6]2[C:11](=[CH:12][C:13]=1[O:14][CH2:15][CH:16]1[CH2:21][CH2:20][N:19]([CH3:22])[CH2:18][CH2:17]1)[N:10]=[CH:9][NH:8][C:7]2=[O:31]. The yield is 0.830. (2) The reactants are Br[C:2]1[CH:3]=[N:4][CH:5]=[C:6]([CH:11]=1)[C:7]([O:9][CH3:10])=[O:8].[NH:12]1[CH2:15][CH:14]([OH:16])[CH2:13]1.C([O-])([O-])=O.[Cs+].[Cs+].C1C=CC(P(C2C(C3C(P(C4C=CC=CC=4)C4C=CC=CC=4)=CC=C4C=3C=CC=C4)=C3C(C=CC=C3)=CC=2)C2C=CC=CC=2)=CC=1. The catalyst is O1CCOCC1.CC([O-])=O.CC([O-])=O.[Pd+2]. The product is [OH:16][CH:14]1[CH2:15][N:12]([C:2]2[CH:3]=[N:4][CH:5]=[C:6]([CH:11]=2)[C:7]([O:9][CH3:10])=[O:8])[CH2:13]1. The yield is 0.130. (3) The reactants are [CH2:1]([O:4][C@@H:5]1[C@@H:9]([CH2:10][O:11][Si](C(C)(C)C)(C)C)[O:8][C@@H:7]([N:19]2[CH:26]=[C:25]([I:27])[C:23]([NH2:24])=[N:22][C:20]2=[O:21])[CH2:6]1)[CH:2]=[CH2:3]. The catalyst is C1COCC1.CCCC[N+](CCCC)(CCCC)CCCC.[F-]. The product is [CH2:1]([O:4][C@@H:5]1[C@@H:9]([CH2:10][OH:11])[O:8][C@@H:7]([N:19]2[CH:26]=[C:25]([I:27])[C:23]([NH2:24])=[N:22][C:20]2=[O:21])[CH2:6]1)[CH:2]=[CH2:3]. The yield is 0.710. (4) The reactants are CC1(C)C(C=C[C:13]2[CH2:39][CH2:38][CH2:37]/[C:15](=[CH:16]/[CH:17]=[C:18]3/C(C)(C)C4C(N/3CCCCS(O)(=O)=O)=CC=CC=4)/[C:14]=2[O:40][C:41]2[CH:46]=[CH:45][C:44](OCCCCNCC3OC(O)C(N)C(O)C3O)=[CH:43][CH:42]=2)=[N+](CCCCS([O-])(=O)=O)C2C1=CC=CC=2.[O-]C1C=CC=CC=1.[Na+].C(=O)(OCC=CC1C=CC=CC=1)OCC. The catalyst is C1COCC1.[Cl-].[Na+].O. The product is [C:15]1([CH:14]([O:40][C:41]2[CH:42]=[CH:43][CH:44]=[CH:45][CH:46]=2)[CH:13]=[CH2:39])[CH:16]=[CH:17][CH:18]=[CH:38][CH:37]=1. The yield is 0.750. (5) The reactants are [CH2:1]([C:3]1[CH:4]=[C:5]2[C:9](=[CH:10][C:11]=1[N+:12]([O-])=O)[NH:8][CH:7]=[CH:6]2)[CH3:2]. The catalyst is [Ni]. The product is [CH2:1]([C:3]1[CH:4]=[C:5]2[C:9](=[CH:10][C:11]=1[NH2:12])[NH:8][CH:7]=[CH:6]2)[CH3:2]. The yield is 0.480. (6) The reactants are [OH:1][C:2]1[CH:9]=[CH:8][CH:7]=[C:6]([OH:10])[C:3]=1[CH:4]=[O:5].C([O-])([O-])=O.[K+].[K+].Cl.Cl[CH2:19][C:20]1[C:21]([C:26]2[N:30]([CH:31]([CH3:33])[CH3:32])[N:29]=[CH:28][CH:27]=2)=[N:22][CH:23]=[CH:24][CH:25]=1. The catalyst is CN(C=O)C. The product is [OH:1][C:2]1[CH:9]=[CH:8][CH:7]=[C:6]([O:10][CH2:19][C:20]2[C:21]([C:26]3[N:30]([CH:31]([CH3:33])[CH3:32])[N:29]=[CH:28][CH:27]=3)=[N:22][CH:23]=[CH:24][CH:25]=2)[C:3]=1[CH:4]=[O:5]. The yield is 0.880. (7) The reactants are [CH2:1]1[C:10]2[C:5](=CC=[CH:8][CH:9]=2)[CH2:4][CH2:3][N:2]1[CH2:11][CH2:12][CH2:13][CH2:14][O:15][C:16]1[N:25]=[C:24]2[C:19]([CH:20]=[CH:21][C:22](=[O:26])[NH:23]2)=[CH:18][CH:17]=1.[S:27]1C2CCNCC=2C=C1. No catalyst specified. The product is [S:27]1[C:5]2[CH2:4][CH2:3][N:2]([CH2:11][CH2:12][CH2:13][CH2:14][O:15][C:16]3[N:25]=[C:24]4[C:19]([CH:20]=[CH:21][C:22](=[O:26])[NH:23]4)=[CH:18][CH:17]=3)[CH2:1][C:10]=2[CH:9]=[CH:8]1. The yield is 0.340.